Dataset: Full USPTO retrosynthesis dataset with 1.9M reactions from patents (1976-2016). Task: Predict the reactants needed to synthesize the given product. (1) Given the product [Cl:1][C:2]1[CH:6]=[C:5]([C:7]([NH:8][C:9]2[C:10]([C:11]([NH:29][CH3:28])=[O:13])=[CH:14][C:15]([C:19]#[N:20])=[CH:16][C:17]=2[CH3:18])=[O:12])[N:4]([C:21]2[C:26]([Cl:27])=[CH:25][CH:24]=[CH:23][N:22]=2)[N:3]=1, predict the reactants needed to synthesize it. The reactants are: [Cl:1][C:2]1[CH:6]=[C:5]([C:7]2[O:12][C:11](=[O:13])[C:10]3[CH:14]=[C:15]([C:19]#[N:20])[CH:16]=[C:17]([CH3:18])[C:9]=3[N:8]=2)[N:4]([C:21]2[C:26]([Cl:27])=[CH:25][CH:24]=[CH:23][N:22]=2)[N:3]=1.[CH3:28][NH2:29]. (2) Given the product [NH2:9][C@H:8]1[C@@H:2]([F:1])[CH2:3][O:4][C@H:5]([C:17]2[N:21]([CH3:22])[N:20]=[CH:19][C:18]=2[NH:23][C:42](=[O:43])[C:40]2[CH:39]=[CH:38][C:37]([F:45])=[C:36]([C:28]3[C:29]([F:35])=[CH:30][C:31]([O:33][CH3:34])=[CH:32][C:27]=3[F:26])[N:41]=2)[CH2:6][CH2:7]1, predict the reactants needed to synthesize it. The reactants are: [F:1][C@@H:2]1[C@H:8]([NH:9]C(=O)OC(C)(C)C)[CH2:7][CH2:6][C@@H:5]([C:17]2[N:21]([CH3:22])[N:20]=[CH:19][C:18]=2[N+:23]([O-])=O)[O:4][CH2:3]1.[F:26][C:27]1[CH:32]=[C:31]([O:33][CH3:34])[CH:30]=[C:29]([F:35])[C:28]=1[C:36]1[N:41]=[C:40]([C:42](O)=[O:43])[CH:39]=[CH:38][C:37]=1[F:45].